From a dataset of Reaction yield outcomes from USPTO patents with 853,638 reactions. Predict the reaction yield, written as a fraction of the theoretical maximum amount of product (1.0 means a 100% yield; for example, 0.34 means a 34% yield). (1) The reactants are [F:1][C:2]([F:12])([F:11])[C:3]1[CH:4]=[C:5]([C:8]([NH2:10])=O)[NH:6][CH:7]=1.[NH4+:13].[OH-:14].NO.O. The catalyst is P(Cl)(Cl)(Cl)=O. The product is [F:1][C:2]([F:12])([F:11])[C:3]1[CH:4]=[C:5]([C:8]([NH:13][OH:14])=[NH:10])[NH:6][CH:7]=1. The yield is 0.420. (2) The reactants are [Br:1][C:2]1[C:3]([NH2:14])=[N:4][CH:5]=[C:6]([C:8]2[CH:13]=[CH:12][CH:11]=[CH:10][CH:9]=2)[CH:7]=1.[CH3:15][O:16][C:17](=[O:22])[C:18]([CH2:20]Br)=O. The catalyst is CN(C=O)C. The product is [CH3:15][O:16][C:17]([C:18]1[N:14]=[C:3]2[C:2]([Br:1])=[CH:7][C:6]([C:8]3[CH:13]=[CH:12][CH:11]=[CH:10][CH:9]=3)=[CH:5][N:4]2[CH:20]=1)=[O:22]. The yield is 0.710. (3) The reactants are [F:1][C:2]([F:38])([F:37])[C:3]1[CH:4]=[C:5]([C@H:13]([O:15][C@H:16]2[CH2:20][N:19]([C:21]([O:23][C:24]([CH3:27])([CH3:26])[CH3:25])=[O:22])[C@@H:18]([CH:28]=[O:29])[C@@H:17]2[C:30]2[CH:35]=[CH:34][C:33]([F:36])=[CH:32][CH:31]=2)[CH3:14])[CH:6]=[C:7]([C:9]([F:12])([F:11])[F:10])[CH:8]=1.[CH3:39][Mg]Br. The catalyst is C1(C)C=CC=CC=1.C1COCC1. The product is [F:38][C:2]([F:1])([F:37])[C:3]1[CH:4]=[C:5]([C@H:13]([O:15][C@H:16]2[CH2:20][N:19]([C:21]([O:23][C:24]([CH3:25])([CH3:27])[CH3:26])=[O:22])[C@@H:18]([CH:28]([OH:29])[CH3:39])[C@@H:17]2[C:30]2[CH:35]=[CH:34][C:33]([F:36])=[CH:32][CH:31]=2)[CH3:14])[CH:6]=[C:7]([C:9]([F:10])([F:11])[F:12])[CH:8]=1. The yield is 0.900.